This data is from Forward reaction prediction with 1.9M reactions from USPTO patents (1976-2016). The task is: Predict the product of the given reaction. (1) Given the reactants [CH3:1][C:2]1[CH:3]=[N:4][N:5]([C:7]2[CH:12]=[CH:11][N:10]=[CH:9][C:8]=2[N:13]2[CH2:18][CH2:17][CH:16]([C:19](O)=[O:20])[CH2:15][CH2:14]2)[CH:6]=1.Cl.[O:23]1[CH2:27][CH2:26][C@@H:25]([NH2:28])[CH2:24]1.CN(C(ON1N=NC2C=CC=NC1=2)=[N+](C)C)C.F[P-](F)(F)(F)(F)F.C(N(CC)CC)C, predict the reaction product. The product is: [CH3:1][C:2]1[CH:3]=[N:4][N:5]([C:7]2[CH:12]=[CH:11][N:10]=[CH:9][C:8]=2[N:13]2[CH2:14][CH2:15][CH:16]([C:19]([NH:28][C@@H:25]3[CH2:26][CH2:27][O:23][CH2:24]3)=[O:20])[CH2:17][CH2:18]2)[CH:6]=1. (2) Given the reactants C([O:4][C:5]1(/[CH:18]=[CH:19]/[CH2:20][C:21]([F:24])([F:23])[F:22])[CH2:10][CH2:9][N:8]([C:11]([O:13][C:14]([CH3:17])([CH3:16])[CH3:15])=[O:12])[CH2:7][CH2:6]1)(=O)C.[OH-].[Na+].CC(=O)OCC, predict the reaction product. The product is: [OH:4][C:5]1(/[CH:18]=[CH:19]/[CH2:20][C:21]([F:24])([F:22])[F:23])[CH2:6][CH2:7][N:8]([C:11]([O:13][C:14]([CH3:17])([CH3:15])[CH3:16])=[O:12])[CH2:9][CH2:10]1. (3) The product is: [N:39]1([C:18]2[S:17][C:2]3[C:10]([N+:11]([O-:13])=[O:12])=[CH:9][C:8]([N+:14]([O-:16])=[O:15])=[CH:7][C:3]=3[C:4](=[S:54])[N:19]=2)[CH2:44][CH2:43][O:42][CH2:41][CH2:40]1. Given the reactants Cl[C:2]1[C:10]([N+:11]([O-:13])=[O:12])=[CH:9][C:8]([N+:14]([O-:16])=[O:15])=[CH:7][C:3]=1[C:4](Cl)=O.[S-:17][C:18]#[N:19].[NH4+].C1OCCOCCOCCOCCOCCOC1.[NH:39]1[CH2:44][CH2:43][O:42][CH2:41][CH2:40]1.COC1C=CC(P2(SP(C3C=CC(OC)=CC=3)(=S)S2)=[S:54])=CC=1, predict the reaction product.